Dataset: Forward reaction prediction with 1.9M reactions from USPTO patents (1976-2016). Task: Predict the product of the given reaction. (1) Given the reactants [N+:1]([C:4]1[CH:9]=[CH:8][C:7]([N:10]2[CH2:15][CH2:14][NH:13][CH2:12][CH2:11]2)=[CH:6][CH:5]=1)([O-])=O.Br[CH2:17][CH2:18][CH2:19][C:20]#[N:21].C(=O)([O-])[O-:23].[K+].[K+], predict the reaction product. The product is: [NH2:1][C:4]1[CH:9]=[CH:8][C:7]([N:10]2[CH2:15][CH2:14][N:13]([CH2:17][CH2:18][CH2:19][C:20]([NH2:21])=[O:23])[CH2:12][CH2:11]2)=[CH:6][CH:5]=1. (2) Given the reactants [C:1]([O:5][C:6]([N:8]1[CH2:13][CH2:12][CH:11]([CH:14]2[O:23][C:17]3=[CH:18][N:19]=[C:20](Br)[CH:21]=[C:16]3[CH2:15]2)[CH2:10][CH2:9]1)=[O:7])([CH3:4])([CH3:3])[CH3:2].[CH3:24][N:25]([CH:30]1[CH2:35][CH2:34][NH:33][CH2:32][CH2:31]1)[S:26]([CH3:29])(=[O:28])=[O:27], predict the reaction product. The product is: [C:1]([O:5][C:6]([N:8]1[CH2:13][CH2:12][CH:11]([CH:14]2[O:23][C:17]3=[CH:18][N:19]=[C:20]([N:33]4[CH2:32][CH2:31][CH:30]([N:25]([S:26]([CH3:29])(=[O:27])=[O:28])[CH3:24])[CH2:35][CH2:34]4)[CH:21]=[C:16]3[CH2:15]2)[CH2:10][CH2:9]1)=[O:7])([CH3:4])([CH3:3])[CH3:2]. (3) The product is: [NH2:12][CH2:16][C@@H:17]([NH:25][C:26]([C:28]1[S:29][CH:30]=[C:31]([C:33]2[N:37]([CH3:38])[N:36]=[CH:35][N:34]=2)[CH:32]=1)=[O:27])[CH2:18][C:19]1[CH:24]=[CH:23][CH:22]=[CH:21][CH:20]=1. Given the reactants C(O)(C(F)(F)F)=O.CC([N:12]([CH2:16][C@@H:17]([NH:25][C:26]([C:28]1[S:29][CH:30]=[C:31]([C:33]2[N:37]([CH3:38])[N:36]=[CH:35][N:34]=2)[CH:32]=1)=[O:27])[CH2:18][C:19]1[CH:24]=[CH:23][CH:22]=[CH:21][CH:20]=1)C(=O)[O-])(C)C, predict the reaction product.